Dataset: Forward reaction prediction with 1.9M reactions from USPTO patents (1976-2016). Task: Predict the product of the given reaction. (1) Given the reactants [Cl:1][C:2]1[CH:7]=[CH:6][C:5]([CH2:8][NH:9][C:10]([C:12]2([C:15]([F:18])([F:17])[F:16])[CH2:14][CH2:13]2)=[O:11])=[CH:4][C:3]=1[NH:19][C:20]1[NH:24][C:23]2[CH:25]=[C:26]([O:34][CH2:35][CH:36]([F:38])[F:37])[C:27]([C:29]([O:31]CC)=O)=[CH:28][C:22]=2[N:21]=1.[Br:39][C:40]1[CH:46]=[CH:45][C:43]([NH2:44])=[CH:42][CH:41]=1.C[Al](C)C.C1(C)C=CC=CC=1, predict the reaction product. The product is: [Br:39][C:40]1[CH:46]=[CH:45][C:43]([NH:44][C:29]([C:27]2[C:26]([O:34][CH2:35][CH:36]([F:37])[F:38])=[CH:25][C:23]3[NH:24][C:20]([NH:19][C:3]4[CH:4]=[C:5]([CH2:8][NH:9][C:10]([C:12]5([C:15]([F:18])([F:17])[F:16])[CH2:13][CH2:14]5)=[O:11])[CH:6]=[CH:7][C:2]=4[Cl:1])=[N:21][C:22]=3[CH:28]=2)=[O:31])=[CH:42][CH:41]=1. (2) The product is: [Br:1][C:2]1[CH:3]=[C:4]2[C:8](=[CH:9][CH:10]=1)[N:7]([Si:11]([C:14]([CH3:17])([CH3:16])[CH3:15])([CH3:13])[CH3:12])[CH:6]=[C:5]2[CH:24]1[CH2:25][C:26](=[O:27])[N:22]([CH3:21])[C:23]1=[O:28]. Given the reactants [Br:1][C:2]1[CH:3]=[C:4]2[C:8](=[CH:9][CH:10]=1)[N:7]([Si:11]([C:14]([CH3:17])([CH3:16])[CH3:15])([CH3:13])[CH3:12])[CH:6]=[C:5]2B(O)O.[CH3:21][N:22]1[C:26](=[O:27])[CH:25]=[CH:24][C:23]1=[O:28].O1CCOCC1, predict the reaction product. (3) Given the reactants [Cl:1][C:2]1[CH:40]=[CH:39][C:5]([CH2:6][N:7]([C:28]2[CH:29]=[CH:30][C:31]([OH:38])=[C:32]([CH:37]=2)[C:33]([O:35]C)=[O:34])[C:8](=[O:27])[CH2:9][N:10]([CH3:26])[S:11]([C:14]2[CH:19]=[CH:18][C:17]([C:20]3[CH:25]=[CH:24][CH:23]=[CH:22][CH:21]=3)=[CH:16][CH:15]=2)(=[O:13])=[O:12])=[CH:4][CH:3]=1.C(N(C1C=CC(O)=C(C=1)C(O)=O)C(=O)CN(CC1C=CC=CC=1)S(C1C=CC(C)=CC=1)(=O)=O)C1C=CC=CC=1.C(#N)C, predict the reaction product. The product is: [Cl:1][C:2]1[CH:3]=[CH:4][C:5]([CH2:6][N:7]([C:28]2[CH:29]=[CH:30][C:31]([OH:38])=[C:32]([CH:37]=2)[C:33]([OH:35])=[O:34])[C:8](=[O:27])[CH2:9][N:10]([CH3:26])[S:11]([C:14]2[CH:15]=[CH:16][C:17]([C:20]3[CH:25]=[CH:24][CH:23]=[CH:22][CH:21]=3)=[CH:18][CH:19]=2)(=[O:13])=[O:12])=[CH:39][CH:40]=1.